This data is from Reaction yield outcomes from USPTO patents with 853,638 reactions. The task is: Predict the reaction yield, written as a fraction of the theoretical maximum amount of product (1.0 means a 100% yield; for example, 0.34 means a 34% yield). (1) The reactants are [CH3:1][C:2]1([C:8]([C:10]2[C:18]3[C:13](=[N:14][CH:15]=[C:16]([C:19]4[S:23][C:22]([C:24](O)=[O:25])=[CH:21][CH:20]=4)[N:17]=3)[N:12]([CH2:27][O:28][CH2:29][CH2:30][Si:31]([CH3:34])([CH3:33])[CH3:32])[CH:11]=2)=[O:9])[CH2:7][CH2:6][CH2:5][CH2:4][CH2:3]1.F[P-](F)(F)(F)(F)F.N1(O[P+](N(C)C)(N(C)C)N(C)C)C2C=CC=CC=2N=N1.[OH:62][CH:63]1[CH2:68][CH2:67][NH:66][CH2:65][CH2:64]1. The catalyst is CN(C)C=O.C(OCC)(=O)C. The product is [OH:62][CH:63]1[CH2:68][CH2:67][N:66]([C:24]([C:22]2[S:23][C:19]([C:16]3[N:17]=[C:18]4[C:10]([C:8]([C:2]5([CH3:1])[CH2:7][CH2:6][CH2:5][CH2:4][CH2:3]5)=[O:9])=[CH:11][N:12]([CH2:27][O:28][CH2:29][CH2:30][Si:31]([CH3:33])([CH3:34])[CH3:32])[C:13]4=[N:14][CH:15]=3)=[CH:20][CH:21]=2)=[O:25])[CH2:65][CH2:64]1. The yield is 0.340. (2) The reactants are [F:1][C:2]1[CH:3]=[C:4]([S:8]([NH2:11])(=[O:10])=[O:9])[CH:5]=[CH:6][CH:7]=1.[Cl:12][C:13]1[C:22](Cl)=[N:21][C:20]2[C:15](=[CH:16][CH:17]=[CH:18][CH:19]=2)[N:14]=1.C([O-])([O-])=O.[K+].[K+]. The catalyst is CN(C=O)C. The product is [Cl:12][C:13]1[C:22]([NH:11][S:8]([C:4]2[CH:5]=[CH:6][CH:7]=[C:2]([F:1])[CH:3]=2)(=[O:9])=[O:10])=[N:21][C:20]2[C:15]([N:14]=1)=[CH:16][CH:17]=[CH:18][CH:19]=2. The yield is 0.830.